Dataset: Reaction yield outcomes from USPTO patents with 853,638 reactions. Task: Predict the reaction yield, written as a fraction of the theoretical maximum amount of product (1.0 means a 100% yield; for example, 0.34 means a 34% yield). (1) The reactants are [NH2:1][CH2:2][CH:3]1[CH2:8][CH2:7][O:6][CH2:5][CH2:4]1.C(N(CC)CC)C.[C:16](O[C:16]([O:18][C:19]([CH3:22])([CH3:21])[CH3:20])=[O:17])([O:18][C:19]([CH3:22])([CH3:21])[CH3:20])=[O:17].O. The catalyst is O1CCCC1.C(OCC)(=O)C. The product is [O:6]1[CH2:7][CH2:8][CH:3]([CH2:2][NH:1][C:16](=[O:17])[O:18][C:19]([CH3:22])([CH3:21])[CH3:20])[CH2:4][CH2:5]1. The yield is 0.910. (2) The reactants are [CH2:1]([O:3][C:4]([C:6]1([C:9]([CH3:17])=[C:10]([F:16])[C:11]([O:13][CH2:14][CH3:15])=[O:12])[CH2:8][CH2:7]1)=[O:5])[CH3:2].[Br:18]N1C(=O)CCC1=O. The yield is 0.497. The product is [Br:18][CH2:17]/[C:9](/[C:6]1([C:4]([O:3][CH2:1][CH3:2])=[O:5])[CH2:8][CH2:7]1)=[C:10](/[F:16])\[C:11]([O:13][CH2:14][CH3:15])=[O:12]. The catalyst is C(Cl)(Cl)Cl. (3) The product is [N:1]([C:2]1[CH:11]=[CH:10][C:5]([C:6]([O:8][CH3:9])=[O:7])=[C:4]([F:12])[CH:3]=1)=[N+:17]=[N-:18]. The yield is 0.690. The reactants are [NH2:1][C:2]1[CH:11]=[CH:10][C:5]([C:6]([O:8][CH3:9])=[O:7])=[C:4]([F:12])[CH:3]=1.N([O-])=O.[Na+].[N-:17]=[N+:18]=[N-].[Na+]. The catalyst is Cl.O. (4) The reactants are C([O:8][CH2:9][CH2:10][O:11][C:12]1[CH:17]=[CH:16][C:15]([NH:18][C:19](=[O:48])[CH2:20][C:21]2[C:26]([F:27])=[CH:25][C:24]([C:28]3[CH:29]=[N:30][C:31]([O:37]CC4C=CC(OC)=CC=4)=[C:32]([O:34][CH2:35][CH3:36])[CH:33]=3)=[CH:23][C:22]=2[F:47])=[CH:14][C:13]=1[C:49]([F:52])([F:51])[F:50])C1C=CC=CC=1. The catalyst is CO.[Pd]. The product is [CH2:35]([O:34][C:32]1[C:31](=[O:37])[NH:30][CH:29]=[C:28]([C:24]2[CH:25]=[C:26]([F:27])[C:21]([CH2:20][C:19]([NH:18][C:15]3[CH:16]=[CH:17][C:12]([O:11][CH2:10][CH2:9][OH:8])=[C:13]([C:49]([F:50])([F:52])[F:51])[CH:14]=3)=[O:48])=[C:22]([F:47])[CH:23]=2)[CH:33]=1)[CH3:36]. The yield is 0.140. (5) The reactants are [OH:1][C:2]1[C:11]2[C:6](=[C:7]([CH3:14])[C:8]([O:12][CH3:13])=[CH:9][CH:10]=2)[N:5]=[CH:4][C:3]=1C(OCC)=O.Cl. The catalyst is [OH-].[Na+]. The product is [OH:1][C:2]1[C:11]2[C:6](=[C:7]([CH3:14])[C:8]([O:12][CH3:13])=[CH:9][CH:10]=2)[N:5]=[CH:4][CH:3]=1. The yield is 0.960. (6) The reactants are [Br:1][C:2]1[CH:3]=[CH:4][C:5]([NH:8][C:9]([NH:11][C:12]2[CH:13]=[N:14][CH:15]=[CH:16][C:17]=2[C:18]([O:20]C)=O)=[O:10])=[N:6][CH:7]=1.[C:22](=O)([O-])[O-].[K+].[K+].COS(C1C=CC(C)=CC=1)(=O)=O. The catalyst is CN(C)C=O.O. The product is [Br:1][C:2]1[CH:3]=[CH:4][C:5]([N:8]2[C:18](=[O:20])[C:17]3[CH:16]=[CH:15][N:14]=[CH:13][C:12]=3[N:11]([CH3:22])[C:9]2=[O:10])=[N:6][CH:7]=1. The yield is 0.340.